This data is from Full USPTO retrosynthesis dataset with 1.9M reactions from patents (1976-2016). The task is: Predict the reactants needed to synthesize the given product. (1) Given the product [F:9][C:6]1[N:7]=[CH:8][C:3]([CH2:2][N:16]2[CH:17]=[CH:18][CH:19]=[CH:20][C:15]2=[N:14][C:12](=[O:13])[C:11]([F:21])([F:22])[F:10])=[CH:4][CH:5]=1, predict the reactants needed to synthesize it. The reactants are: Br[CH2:2][C:3]1[CH:4]=[CH:5][C:6]([F:9])=[N:7][CH:8]=1.[F:10][C:11]([F:22])([F:21])[C:12]([N:14]=[C:15]1[CH:20]=[CH:19][CH:18]=[CH:17][NH:16]1)=[O:13].C(=O)([O-])[O-].[K+].[K+]. (2) Given the product [C:1]([O:5][C:6]([N:8]1[CH2:13][CH2:12][C:11](=[C:14]([C:15]2[CH:20]=[CH:19][C:18]([C:21]([N:22]([CH2:25][CH3:26])[CH2:23][CH3:24])=[O:27])=[CH:17][CH:16]=2)[C:43]2[CH:44]=[C:39]([CH:40]=[CH:41][CH:42]=2)[C:36]([OH:38])=[O:37])[CH2:10][CH2:9]1)=[O:7])([CH3:4])([CH3:3])[CH3:2], predict the reactants needed to synthesize it. The reactants are: [C:1]([O:5][C:6]([N:8]1[CH2:13][CH2:12][C:11](=[C:14](Br)[C:15]2[CH:20]=[CH:19][C:18]([C:21](=[O:27])[N:22]([CH2:25][CH3:26])[CH2:23][CH3:24])=[CH:17][CH:16]=2)[CH2:10][CH2:9]1)=[O:7])([CH3:4])([CH3:3])[CH3:2].C1(C)C=CC=CC=1.[C:36]([C:39]1[CH:40]=[C:41](B(O)O)[CH:42]=[CH:43][CH:44]=1)([OH:38])=[O:37].C(=O)([O-])[O-].[Na+].[Na+]. (3) Given the product [Cl:1][C:2]1[CH:10]=[CH:9][C:5]([C:6]2[O:8][CH2:20][C:19]([CH3:23])([CH3:22])[N:18]=2)=[C:4]([I:11])[CH:3]=1, predict the reactants needed to synthesize it. The reactants are: [Cl:1][C:2]1[CH:10]=[CH:9][C:5]([C:6]([OH:8])=O)=[C:4]([I:11])[CH:3]=1.C(Cl)(=O)C(Cl)=O.[NH2:18][C:19]([CH3:23])([CH3:22])[CH2:20]O.S(Cl)(Cl)=O.C([O-])(O)=O.[Na+]. (4) Given the product [I:7][C:8]1[C:16]2[C:11](=[CH:12][CH:13]=[CH:14][C:15]=2[N+:17]([O-:19])=[O:18])[N:10]([CH2:26][C:25]2[CH:28]=[CH:29][C:22]([O:21][CH3:20])=[CH:23][CH:24]=2)[N:9]=1, predict the reactants needed to synthesize it. The reactants are: CC(C)([O-])C.[K+].[I:7][C:8]1[C:16]2[C:11](=[CH:12][CH:13]=[CH:14][C:15]=2[N+:17]([O-:19])=[O:18])[NH:10][N:9]=1.[CH3:20][O:21][C:22]1[CH:29]=[CH:28][C:25]([CH2:26]Cl)=[CH:24][CH:23]=1.